This data is from Forward reaction prediction with 1.9M reactions from USPTO patents (1976-2016). The task is: Predict the product of the given reaction. (1) The product is: [N:15]1([C:4]2[C:5]3[O:10][C:9]4[N:11]=[CH:12][CH:13]=[CH:14][C:8]=4[C:6]=3[N:7]=[C:2]([C:25]3[CH:26]=[CH:27][N:28]=[C:29]4[NH:21][CH:22]=[CH:23][C:24]=34)[N:3]=2)[CH2:20][CH2:19][O:18][CH2:17][CH2:16]1. Given the reactants Cl[C:2]1[N:3]=[C:4]([N:15]2[CH2:20][CH2:19][O:18][CH2:17][CH2:16]2)[C:5]2[O:10][C:9]3[N:11]=[CH:12][CH:13]=[CH:14][C:8]=3[C:6]=2[N:7]=1.[NH:21]1[C:29]2[N:28]=[CH:27][CH:26]=[C:25](B3OC(C)(C)C(C)(C)O3)[C:24]=2[CH:23]=[CH:22]1.C(=O)([O-])O.[Na+].C(O)C, predict the reaction product. (2) Given the reactants Br[C:2]1[CH:7]=[CH:6][C:5]([O:8][C:9]([F:15])([F:14])[C:10]([F:13])([F:12])[F:11])=[CH:4][CH:3]=1.[C:16](=[N:29][NH2:30])([C:23]1[CH:28]=[CH:27][CH:26]=[CH:25][CH:24]=1)[C:17]1[CH:22]=[CH:21][CH:20]=[CH:19][CH:18]=1.O=O.CC([O-])(C)C.[Na+], predict the reaction product. The product is: [C:17]1([C:16]([C:23]2[CH:28]=[CH:27][CH:26]=[CH:25][CH:24]=2)=[N:29][NH:30][C:2]2[CH:7]=[CH:6][C:5]([O:8][C:9]([F:15])([F:14])[C:10]([F:13])([F:12])[F:11])=[CH:4][CH:3]=2)[CH:18]=[CH:19][CH:20]=[CH:21][CH:22]=1. (3) Given the reactants [NH2:1][C:2]1[N:7]=[C:6]([CH2:8]OS(C)(=O)=O)[CH:5]=[CH:4][N:3]=1.[SH:14][C:15]1[N:23]=[CH:22][CH:21]=[CH:20][C:16]=1[C:17]([OH:19])=[O:18].C(N(CC)CC)C, predict the reaction product. The product is: [NH2:1][C:2]1[N:7]=[C:6]([CH2:8][S:14][C:15]2[N:23]=[CH:22][CH:21]=[CH:20][C:16]=2[C:17]([OH:19])=[O:18])[CH:5]=[CH:4][N:3]=1.